This data is from Reaction yield outcomes from USPTO patents with 853,638 reactions. The task is: Predict the reaction yield, written as a fraction of the theoretical maximum amount of product (1.0 means a 100% yield; for example, 0.34 means a 34% yield). (1) The reactants are [Cl:1][C:2]1[CH:3]=[N:4][N:5]([CH2:15][CH3:16])[C:6]=1[C:7]1[CH:8]=[C:9]([C:12]([OH:14])=O)[S:10][CH:11]=1.[NH2:17][C@@H:18]([CH2:31][C:32]1[CH:37]=[CH:36][CH:35]=[CH:34][C:33]=1[C:38]([F:41])([F:40])[F:39])[CH2:19][N:20]1[C:28](=[O:29])[C:27]2[C:22](=[CH:23][CH:24]=[CH:25][CH:26]=2)[C:21]1=[O:30].CCN(C(C)C)C(C)C.C1CN([P+](Br)(N2CCCC2)N2CCCC2)CC1.F[P-](F)(F)(F)(F)F. The catalyst is C(Cl)Cl. The product is [Cl:1][C:2]1[CH:3]=[N:4][N:5]([CH2:15][CH3:16])[C:6]=1[C:7]1[CH:8]=[C:9]([C:12]([NH:17][C@@H:18]([CH2:31][C:32]2[CH:37]=[CH:36][CH:35]=[CH:34][C:33]=2[C:38]([F:41])([F:39])[F:40])[CH2:19][N:20]2[C:28](=[O:29])[C:27]3[C:22](=[CH:23][CH:24]=[CH:25][CH:26]=3)[C:21]2=[O:30])=[O:14])[S:10][CH:11]=1. The yield is 0.910. (2) The reactants are [CH2:1]([N:3]([CH2:16][CH3:17])[CH2:4][CH2:5][CH2:6][O:7][C:8]1[CH:13]=[CH:12][C:11]([NH2:14])=[CH:10][C:9]=1[F:15])[CH3:2].O[CH:19]=[C:20]1[C:28]2[C:23](=[CH:24][CH:25]=[CH:26][CH:27]=2)[NH:22][C:21]1=[O:29]. No catalyst specified. The product is [CH2:16]([N:3]([CH2:1][CH3:2])[CH2:4][CH2:5][CH2:6][O:7][C:8]1[CH:13]=[CH:12][C:11]([NH:14][CH:19]=[C:20]2[C:28]3[C:23](=[CH:24][CH:25]=[CH:26][CH:27]=3)[NH:22][C:21]2=[O:29])=[CH:10][C:9]=1[F:15])[CH3:17]. The yield is 0.240. (3) The reactants are [C:1]([C:3]1[CH:4]=[C:5]([S:10](Cl)(=[O:12])=[O:11])[CH:6]=[CH:7][C:8]=1[F:9])#[N:2].[N:14]1[CH:19]=[CH:18][CH:17]=[C:16]([NH2:20])[N:15]=1.C1N2CCN(CC2)C1. The catalyst is C(#N)C. The product is [C:1]([C:3]1[CH:4]=[C:5]([S:10]([NH:20][C:16]2[N:15]=[N:14][CH:19]=[CH:18][CH:17]=2)(=[O:12])=[O:11])[CH:6]=[CH:7][C:8]=1[F:9])#[N:2]. The yield is 0.300. (4) The reactants are [CH3:1][O:2][C:3]1[CH:28]=[CH:27][C:6]([CH2:7][N:8]2[C:12]3=[N:13][CH:14]=[CH:15][C:16]([O:17][C:18]4[CH:23]=[CH:22][C:21]([NH2:24])=[CH:20][C:19]=4[F:25])=[C:11]3[C:10](I)=[N:9]2)=[CH:5][CH:4]=1.[CH2:29]1[CH:33]2[CH2:34][NH:35][CH2:36][CH:32]2[CH2:31][N:30]1[C:37]([O:39][C:40]([CH3:43])([CH3:42])[CH3:41])=[O:38].N1CCC[C@H]1C(O)=O.C([O-])([O-])=O.[K+].[K+]. The catalyst is [Cu]I.CS(C)=O. The product is [NH2:24][C:21]1[CH:22]=[CH:23][C:18]([O:17][C:16]2[CH:15]=[CH:14][N:13]=[C:12]3[N:8]([CH2:7][C:6]4[CH:27]=[CH:28][C:3]([O:2][CH3:1])=[CH:4][CH:5]=4)[N:9]=[C:10]([N:35]4[CH2:34][CH:33]5[CH2:29][N:30]([C:37]([O:39][C:40]([CH3:43])([CH3:42])[CH3:41])=[O:38])[CH2:31][CH:32]5[CH2:36]4)[C:11]=23)=[C:19]([F:25])[CH:20]=1. The yield is 0.382. (5) The reactants are [Br:1][C:2]1[CH:7]=[CH:6][C:5]([C:8](=[O:10])[CH3:9])=[C:4]([Cl:11])[CH:3]=1.[Br:12]Br. The catalyst is O1CCOCC1. The product is [Br:12][CH2:9][C:8]([C:5]1[CH:6]=[CH:7][C:2]([Br:1])=[CH:3][C:4]=1[Cl:11])=[O:10]. The yield is 0.990. (6) The reactants are [Cl:1][C:2]1[CH:7]=[C:6]([Cl:8])[CH:5]=[CH:4][C:3]=1[NH:9][C:10]([NH:12][CH3:13])=[O:11].[C:14](CC(O)=O)#[N:15].C(O[C:24](=[O:26])[CH3:25])(=O)C. No catalyst specified. The product is [NH2:15][C:14]1[N:9]([C:3]2[CH:4]=[CH:5][C:6]([Cl:8])=[CH:7][C:2]=2[Cl:1])[C:10](=[O:11])[N:12]([CH3:13])[C:24](=[O:26])[CH:25]=1. The yield is 0.540. (7) The reactants are [NH2:1][C:2]1[N:7]=[C:6]([O:8][CH3:9])[CH:5]=[C:4]([O:10][CH3:11])[N:3]=1.[CH2:12]([O:14][C:15]([N:17]=[C:18]=[S:19])=[O:16])[CH3:13]. The catalyst is O1CCCC1. The product is [CH3:9][O:8][C:6]1[CH:5]=[C:4]([O:10][CH3:11])[N:3]=[C:2]([NH:1][C:18]([NH:17][C:15](=[O:16])[O:14][CH2:12][CH3:13])=[S:19])[N:7]=1. The yield is 0.870. (8) The reactants are I[C:2]1[C:10]2[C:5](=[N:6][CH:7]=[C:8]([CH3:11])[CH:9]=2)[N:4]([Si:12]([CH:19]([CH3:21])[CH3:20])([CH:16]([CH3:18])[CH3:17])[CH:13]([CH3:15])[CH3:14])[CH:3]=1.C([Mg]Cl)(C)C.[C:27]([O:31][C:32](=[O:52])[N:33]([C:43]1[CH:48]=[CH:47][C:46]([CH:49]=[O:50])=[C:45]([F:51])[N:44]=1)[CH2:34][C:35]1[CH:40]=[CH:39][C:38]([O:41][CH3:42])=[CH:37][CH:36]=1)([CH3:30])([CH3:29])[CH3:28]. The catalyst is O1CCCC1. The product is [C:27]([O:31][C:32](=[O:52])[N:33]([C:43]1[CH:48]=[CH:47][C:46]([CH:49]([OH:50])[C:2]2[C:10]3[C:5](=[N:6][CH:7]=[C:8]([CH3:11])[CH:9]=3)[N:4]([Si:12]([CH:19]([CH3:21])[CH3:20])([CH:16]([CH3:18])[CH3:17])[CH:13]([CH3:15])[CH3:14])[CH:3]=2)=[C:45]([F:51])[N:44]=1)[CH2:34][C:35]1[CH:36]=[CH:37][C:38]([O:41][CH3:42])=[CH:39][CH:40]=1)([CH3:30])([CH3:28])[CH3:29]. The yield is 0.738. (9) The reactants are [Cl:1][C:2]1[CH:8]=[C:7]([O:9][C:10]2[C:19]3[C:14](=[CH:15][C:16]([O:22][CH3:23])=[C:17]([O:20][CH3:21])[CH:18]=3)[N:13]=[CH:12][N:11]=2)[CH:6]=[CH:5][C:3]=1[NH2:4].ClC(Cl)(O[C:28](=[O:34])[O:29][C:30](Cl)(Cl)Cl)Cl.[CH3:36][O:37][C:38]1[CH:43]=[CH:42][CH:41]=[CH:40][C:39]=1CO.C(=O)(O)[O-].[Na+]. The catalyst is C(Cl)Cl.C(N(CC)CC)C.C1(C)C=CC=CC=1. The product is [Cl:1][C:2]1[CH:8]=[C:7]([O:9][C:10]2[C:19]3[C:14](=[CH:15][C:16]([O:22][CH3:23])=[C:17]([O:20][CH3:21])[CH:18]=3)[N:13]=[CH:12][N:11]=2)[CH:6]=[CH:5][C:3]=1[NH:4][C:28](=[O:34])[O:29][CH2:30][C:39]1[CH:40]=[CH:41][CH:42]=[CH:43][C:38]=1[O:37][CH3:36]. The yield is 0.930.